Dataset: Catalyst prediction with 721,799 reactions and 888 catalyst types from USPTO. Task: Predict which catalyst facilitates the given reaction. (1) Reactant: [Br:1][C:2]1[CH:3]=[C:4]([NH2:10])[C:5]([CH2:8][CH3:9])=[N:6][CH:7]=1.Br[C:12]1[CH:13]=C(N)C(C)=N[CH:17]=1.CC(C(OCC)=O)C(OCC)=O.COC(C)=C.C(N(CC)CC)C.C1(C)C=CC(S([O-])(=O)=O)=CC=1.[NH+]1C=CC=CC=1. Product: [Br:1][C:2]1[CH:3]=[C:4]([N:10]=[C:12]([CH3:13])[CH3:17])[C:5]([CH2:8][CH3:9])=[N:6][CH:7]=1. The catalyst class is: 22. (2) Reactant: O.O.O.O.O.O.O.O.[OH-].[Ba+2].[OH-].O.[I:13][C:14]1[CH:15]=[CH:16][C:17]2[N:18]([CH:20]=[C:21]([NH:23]C(=O)OCC)[N:22]=2)[N:19]=1. Product: [I:13][C:14]1[CH:15]=[CH:16][C:17]2[N:18]([CH:20]=[C:21]([NH2:23])[N:22]=2)[N:19]=1. The catalyst class is: 60. (3) Reactant: [CH:1]([N:14]1[CH2:17][C:16](=O)[CH2:15]1)([C:8]1[CH:13]=[CH:12][CH:11]=[CH:10][CH:9]=1)[C:2]1[CH:7]=[CH:6][CH:5]=[CH:4][CH:3]=1.[NH:19]([C:21]([O:23][C:24]([CH3:27])([CH3:26])[CH3:25])=[O:22])[NH2:20].C(O)(=O)C. Product: [CH:1]([N:14]1[CH2:17][C:16](=[N:20][NH:19][C:21]([O:23][C:24]([CH3:27])([CH3:26])[CH3:25])=[O:22])[CH2:15]1)([C:8]1[CH:13]=[CH:12][CH:11]=[CH:10][CH:9]=1)[C:2]1[CH:7]=[CH:6][CH:5]=[CH:4][CH:3]=1. The catalyst class is: 5. (4) Reactant: [C:1](Cl)(=O)[C:2]([Cl:4])=[O:3].[Cl:7][C:8]1C(C(O)=O)=[CH:12][N:11]=[C:10]([Cl:17])[CH:9]=1.CN(C)C=O. Product: [Cl:7][C:8]1[C:1]([C:2]([Cl:4])=[O:3])=[CH:12][N:11]=[C:10]([Cl:17])[CH:9]=1. The catalyst class is: 4. (5) Reactant: [Br:1][C:2]1[CH:12]=[CH:11][C:5]([CH2:6][NH:7][CH:8]2[CH2:10][CH2:9]2)=[C:4]([O:13][C:14]2[CH:15]=[N:16][CH:17]=[CH:18][CH:19]=2)[CH:3]=1.[CH3:20][C:21]([O:24][C:25](O[C:25]([O:24][C:21]([CH3:23])([CH3:22])[CH3:20])=[O:26])=[O:26])([CH3:23])[CH3:22]. Product: [C:21]([O:24][C:25](=[O:26])[N:7]([CH2:6][C:5]1[CH:11]=[CH:12][C:2]([Br:1])=[CH:3][C:4]=1[O:13][C:14]1[CH:15]=[N:16][CH:17]=[CH:18][CH:19]=1)[CH:8]1[CH2:10][CH2:9]1)([CH3:23])([CH3:22])[CH3:20]. The catalyst class is: 2. (6) Reactant: [NH2:1][CH2:2][CH2:3][CH2:4][O:5][C:6]1[CH:7]=[C:8]2[C:12](=[CH:13][CH:14]=1)[NH:11][C:10]([CH2:15][CH2:16][C:17]([O:19][CH3:20])=[O:18])=[CH:9]2.[CH2:21]([N:28]=[C:29]=[O:30])[C:22]1[CH:27]=[CH:26][CH:25]=[CH:24][CH:23]=1. Product: [CH2:21]([NH:28][C:29]([NH:1][CH2:2][CH2:3][CH2:4][O:5][C:6]1[CH:7]=[C:8]2[C:12](=[CH:13][CH:14]=1)[NH:11][C:10]([CH2:15][CH2:16][C:17]([O:19][CH3:20])=[O:18])=[CH:9]2)=[O:30])[C:22]1[CH:27]=[CH:26][CH:25]=[CH:24][CH:23]=1. The catalyst class is: 10.